From a dataset of Reaction yield outcomes from USPTO patents with 853,638 reactions. Predict the reaction yield, written as a fraction of the theoretical maximum amount of product (1.0 means a 100% yield; for example, 0.34 means a 34% yield). The reactants are Br[C:2]1[CH:3]=[CH:4][C:5]([N:8]2[CH2:13][CH2:12][N:11]([CH:14]=[O:15])[CH2:10][CH2:9]2)=[N:6][CH:7]=1.[F:16][C:17]1[CH:22]=[CH:21][C:20](B(O)O)=[CH:19][CH:18]=1.CCO.C([O-])([O-])=O.[Na+].[Na+]. The catalyst is C1(C)C=CC=CC=1.Cl[Pd]Cl.C1(P(C2C=CC=CC=2)[C-]2C=CC=C2)C=CC=CC=1.[C-]1(P(C2C=CC=CC=2)C2C=CC=CC=2)C=CC=C1.[Fe+2]. The product is [F:16][C:17]1[CH:22]=[CH:21][C:20]([C:2]2[CH:3]=[CH:4][C:5]([N:8]3[CH2:13][CH2:12][N:11]([CH:14]=[O:15])[CH2:10][CH2:9]3)=[N:6][CH:7]=2)=[CH:19][CH:18]=1. The yield is 0.940.